The task is: Predict which catalyst facilitates the given reaction.. This data is from Catalyst prediction with 721,799 reactions and 888 catalyst types from USPTO. (1) The catalyst class is: 179. Reactant: [NH2:1][C:2]1[N:7]=[C:6](Cl)[CH:5]=[C:4]([Cl:9])[N:3]=1.Cl.[CH3:11][C:12]1([NH2:15])[CH2:14][CH2:13]1.C[O-].[Na+]. Product: [Cl:9][C:4]1[N:3]=[C:2]([NH2:1])[N:7]=[C:6]([NH:15][C:12]2([CH3:11])[CH2:14][CH2:13]2)[CH:5]=1. (2) Reactant: [C:1]([C:5]1[CH:10]=[CH:9][C:8]([NH2:11])=[C:7]([NH2:12])[CH:6]=1)([CH3:4])([CH3:3])[CH3:2].[C:13](OCC)(=O)[CH:14]=[O:15]. Product: [C:1]([C:5]1[CH:6]=[C:7]2[C:8](=[CH:9][CH:10]=1)[N:11]=[C:14]([OH:15])[CH:13]=[N:12]2)([CH3:4])([CH3:2])[CH3:3]. The catalyst class is: 8. (3) Reactant: Br[CH2:2][CH2:3][OH:4].C(=O)([O-])[O-].[K+].[K+].[CH3:11][C:12]1([CH3:34])[CH2:21][C:20]2[C:15](=[C:16]3[CH2:25][C:24]([CH3:27])([CH3:26])[O:23][C:17]3=[C:18]([OH:22])[CH:19]=2)[C:14]([C:28]2[CH:33]=[CH:32][CH:31]=[CH:30][CH:29]=2)=[N:13]1.O. Product: [CH3:11][C:12]1([CH3:34])[CH2:21][C:20]2[C:15](=[C:16]3[CH2:25][C:24]([CH3:26])([CH3:27])[O:23][C:17]3=[C:18]([O:22][CH2:2][CH2:3][OH:4])[CH:19]=2)[C:14]([C:28]2[CH:29]=[CH:30][CH:31]=[CH:32][CH:33]=2)=[N:13]1. The catalyst class is: 9.